Predict which catalyst facilitates the given reaction. From a dataset of Catalyst prediction with 721,799 reactions and 888 catalyst types from USPTO. (1) Reactant: Cl.[F:2][C:3]1[CH:4]=[CH:5][C:6]([CH2:9][O:10][C:11]2[CH:16]=[CH:15][N:14]([C:17]3[CH:22]=[CH:21][C:20]4[C:23]5[CH2:28][CH2:27][NH:26][CH2:25][C:24]=5[S:29][C:19]=4[CH:18]=3)[C:13](=[O:30])[CH:12]=2)=[N:7][CH:8]=1.C(N(CC)CC)C.[C:38](Cl)([CH3:40])=[O:39]. Product: [C:38]([N:26]1[CH2:27][CH2:28][C:23]2[C:20]3[CH:21]=[CH:22][C:17]([N:14]4[CH:15]=[CH:16][C:11]([O:10][CH2:9][C:6]5[CH:5]=[CH:4][C:3]([F:2])=[CH:8][N:7]=5)=[CH:12][C:13]4=[O:30])=[CH:18][C:19]=3[S:29][C:24]=2[CH2:25]1)(=[O:39])[CH3:40]. The catalyst class is: 326. (2) Reactant: [Br:1][C:2]1[CH:7]=[C:6]([F:8])[C:5]([F:9])=[CH:4][C:3]=1[C:10]1[N:14]([C:15]([CH3:18])([CH3:17])[CH3:16])[N:13]=[CH:12][C:11]=1[C@@H:19]([CH:21]1[CH2:23][CH2:22]1)[NH2:20].C(N(CC)CC)C.[F:31][C:32]([F:44])([F:43])[C:33]1[CH:38]=[CH:37][C:36]([S:39](Cl)(=[O:41])=[O:40])=[CH:35][CH:34]=1.S(Cl)(Cl)(=O)=O. Product: [Br:1][C:2]1[CH:7]=[C:6]([F:8])[C:5]([F:9])=[CH:4][C:3]=1[C:10]1[N:14]([C:15]([CH3:18])([CH3:16])[CH3:17])[N:13]=[CH:12][C:11]=1[C@@H:19]([CH:21]1[CH2:23][CH2:22]1)[NH:20][S:39]([C:36]1[CH:35]=[CH:34][C:33]([C:32]([F:31])([F:43])[F:44])=[CH:38][CH:37]=1)(=[O:41])=[O:40]. The catalyst class is: 316.